From a dataset of Forward reaction prediction with 1.9M reactions from USPTO patents (1976-2016). Predict the product of the given reaction. (1) The product is: [Cl:20][C:18]1[CH:19]=[C:14]([N:11]2[C:12](=[O:13])[C:4]3[CH:3]=[C:2]([C:33]4[C:32]([O:31][CH3:30])=[CH:37][N:36]([CH3:38])[C:35](=[O:39])[CH:34]=4)[N:6]([CH:7]([CH3:9])[CH3:8])[C:5]=3[CH:10]2[C:23]2[CH:28]=[CH:27][C:26]([Cl:29])=[CH:25][CH:24]=2)[C:15]([O:21][CH3:22])=[N:16][CH:17]=1. Given the reactants Br[C:2]1[N:6]([CH:7]([CH3:9])[CH3:8])[C:5]2[CH:10]([C:23]3[CH:28]=[CH:27][C:26]([Cl:29])=[CH:25][CH:24]=3)[N:11]([C:14]3[C:15]([O:21][CH3:22])=[N:16][CH:17]=[C:18]([Cl:20])[CH:19]=3)[C:12](=[O:13])[C:4]=2[CH:3]=1.[CH3:30][O:31][C:32]1[C:33](B2OC(C)(C)C(C)(C)O2)=[CH:34][C:35](=[O:39])[N:36]([CH3:38])[CH:37]=1.BrC1N(C(C)C)C2C(C3C=CC(Cl)=CC=3)N(C3C=C(Cl)C=CC=3C)C(=O)C=2C=1.COC1C(B2OC(C)(C)C(C)(C)O2)=CN=C(N)N=1, predict the reaction product. (2) Given the reactants CC(OI1(OC(C)=O)(OC(C)=O)OC(=O)C2C=CC=CC1=2)=O.[CH3:23][N:24]([CH3:50])[C:25]([C:27]1[N:44]([CH:45]2[CH2:49][CH2:48][CH2:47][CH2:46]2)[C:30]2[N:31]=[C:32]([NH:35][C:36]3[CH:41]=[CH:40][C:39]([CH2:42][OH:43])=[CH:38][N:37]=3)[N:33]=[CH:34][C:29]=2[CH:28]=1)=[O:26].C1COCC1.[OH-].[Na+], predict the reaction product. The product is: [CH3:23][N:24]([CH3:50])[C:25]([C:27]1[N:44]([CH:45]2[CH2:49][CH2:48][CH2:47][CH2:46]2)[C:30]2[N:31]=[C:32]([NH:35][C:36]3[CH:41]=[CH:40][C:39]([CH:42]=[O:43])=[CH:38][N:37]=3)[N:33]=[CH:34][C:29]=2[CH:28]=1)=[O:26]. (3) Given the reactants Br[CH2:2][CH2:3][N:4]1[C:8]2[CH:9]=[CH:10][CH:11]=[CH:12][C:7]=2[N:6]([C:13]2[CH:18]=[CH:17][C:16]([F:19])=[CH:15][C:14]=2[Cl:20])[S:5]1(=[O:22])=[O:21].[CH3:23][C@H:24]1[CH2:29][NH:28][CH2:27][C@@H:26]([CH3:30])[NH:25]1.C(=O)([O-])[O-].[Cs+].[Cs+], predict the reaction product. The product is: [ClH:20].[ClH:20].[Cl:20][C:14]1[CH:15]=[C:16]([F:19])[CH:17]=[CH:18][C:13]=1[N:6]1[C:7]2[CH:12]=[CH:11][CH:10]=[CH:9][C:8]=2[N:4]([CH2:3][CH2:2][N:28]2[CH2:27][C@H:26]([CH3:30])[NH:25][C@H:24]([CH3:23])[CH2:29]2)[S:5]1(=[O:22])=[O:21]. (4) Given the reactants [O:1]1[C:5]2[CH:6]=[CH:7][CH:8]=[CH:9][C:4]=2[C:3]([S:10]([NH2:13])(=[O:12])=[O:11])=[CH:2]1.C(N(CC)CC)C.Cl[C:22](OC1C=CC=CC=1)=[O:23].[NH2:31][C:32]1[N:37]=[C:36]([NH:38][C:39]([NH:41][CH3:42])=[O:40])[CH:35]=[C:34]([S:43][CH3:44])[CH:33]=1, predict the reaction product. The product is: [CH3:42][NH:41][C:39]([NH:38][C:36]1[N:37]=[C:32]([NH:31][C:22]([NH:13][S:10]([C:3]2[C:4]3[CH:9]=[CH:8][CH:7]=[CH:6][C:5]=3[O:1][CH:2]=2)(=[O:12])=[O:11])=[O:23])[CH:33]=[C:34]([S:43][CH3:44])[CH:35]=1)=[O:40].